From a dataset of Peptide-MHC class I binding affinity with 185,985 pairs from IEDB/IMGT. Regression. Given a peptide amino acid sequence and an MHC pseudo amino acid sequence, predict their binding affinity value. This is MHC class I binding data. The peptide sequence is STFAASGPF. The binding affinity (normalized) is 0.820. The MHC is HLA-B15:01 with pseudo-sequence HLA-B15:01.